This data is from Reaction yield outcomes from USPTO patents with 853,638 reactions. The task is: Predict the reaction yield, written as a fraction of the theoretical maximum amount of product (1.0 means a 100% yield; for example, 0.34 means a 34% yield). The yield is 0.400. The reactants are C(O[C:6](=O)[NH:7][N:8]1[CH2:13][CH2:12][N:11]([CH2:14][C:15]2([CH3:26])[O:19][C:18]3=[N:20][C:21]([N+:23]([O-:25])=[O:24])=[CH:22][N:17]3[CH2:16]2)[CH2:10][CH2:9]1)(C)(C)C.[F:28][C:29]([F:40])([F:39])[O:30][C:31]1[CH:38]=[CH:37][C:34](C=O)=[CH:33][CH:32]=1.FC(F)(F)C(O)=O.C(=O)([O-])O.[Na+]. The catalyst is C(Cl)Cl. The product is [CH3:26][C:15]1([CH2:14][N:11]2[CH2:12][CH2:13][N:8]([N:7]=[CH:6][C:34]3[CH:33]=[CH:32][C:31]([O:30][C:29]([F:28])([F:39])[F:40])=[CH:38][CH:37]=3)[CH2:9][CH2:10]2)[O:19][C:18]2=[N:20][C:21]([N+:23]([O-:25])=[O:24])=[CH:22][N:17]2[CH2:16]1.